Dataset: TCR-epitope binding with 47,182 pairs between 192 epitopes and 23,139 TCRs. Task: Binary Classification. Given a T-cell receptor sequence (or CDR3 region) and an epitope sequence, predict whether binding occurs between them. (1) The epitope is EEHVQIHTI. The TCR CDR3 sequence is CASSLAGPDTQYF. Result: 0 (the TCR does not bind to the epitope). (2) The epitope is NQKLIANQF. The TCR CDR3 sequence is CSASRLADYLGDSYEQYF. Result: 0 (the TCR does not bind to the epitope). (3) The TCR CDR3 sequence is CASSQVRRGFIGDTQYF. Result: 0 (the TCR does not bind to the epitope). The epitope is SEISMDNSPNL. (4) The epitope is SEVGPEHSLAEY. The TCR CDR3 sequence is CASSEGTTNTGELFF. Result: 0 (the TCR does not bind to the epitope). (5) The epitope is HPKVSSEVHI. The TCR CDR3 sequence is CASRPPDTGELFF. Result: 1 (the TCR binds to the epitope). (6) The epitope is IVTDFSVIK. The TCR CDR3 sequence is CSVDLRGPGHGYTF. Result: 1 (the TCR binds to the epitope).